From a dataset of Reaction yield outcomes from USPTO patents with 853,638 reactions. Predict the reaction yield, written as a fraction of the theoretical maximum amount of product (1.0 means a 100% yield; for example, 0.34 means a 34% yield). (1) The product is [Cl:23][C:22]1[CH:21]=[CH:20][C:19]([C@@:24]23[O:31][C@@:28]([CH2:32][OH:33])([CH2:29][O:30]2)[C@@H:27]([OH:34])[C@H:26]([OH:35])[C@H:25]3[OH:36])=[CH:18][C:17]=1[CH2:16][C:15]1[CH:37]=[CH:38][C:12]([O:11][CH2:10][CH2:9][OH:8])=[CH:13][CH:14]=1. The reactants are C([O:8][CH2:9][CH2:10][O:11][C:12]1[CH:38]=[CH:37][C:15]([CH2:16][C:17]2[CH:18]=[C:19]([C@@:24]34[O:31][C@@:28]([CH2:32][OH:33])([CH2:29][O:30]3)[C@@H:27]([OH:34])[C@H:26]([OH:35])[C@H:25]4[OH:36])[CH:20]=[CH:21][C:22]=2[Cl:23])=[CH:14][CH:13]=1)C1C=CC=CC=1.C(O)=O. The yield is 0.800. The catalyst is C(O)C.O1CCCC1.[Pd]. (2) The reactants are [F:1][C:2]1[CH:7]=[CH:6][C:5]([N:8]2[C:12](=[O:13])[C:11]([C:14]([OH:16])=O)=[C:10]([CH3:17])[N:9]2[CH3:18])=[CH:4][CH:3]=1.C(Cl)(=O)C(Cl)=O.[NH2:25][C:26]1[CH:47]=[CH:46][C:29]([O:30][C:31]2[CH:32]=[CH:33][C:34]3[N:35]([CH:37]=[C:38]([NH:40][C:41]([CH:43]4[CH2:45][CH2:44]4)=[O:42])[N:39]=3)[CH:36]=2)=[C:28]([F:48])[CH:27]=1.C(=O)([O-])O.[Na+]. The catalyst is O1CCCC1.CN(C)C=O.CN(C)C(=O)C.C(OCC)(=O)C.O1CCCC1. The product is [CH:43]1([C:41]([NH:40][C:38]2[N:39]=[C:34]3[CH:33]=[CH:32][C:31]([O:30][C:29]4[CH:46]=[CH:47][C:26]([NH:25][C:14]([C:11]5[C:12](=[O:13])[N:8]([C:5]6[CH:4]=[CH:3][C:2]([F:1])=[CH:7][CH:6]=6)[N:9]([CH3:18])[C:10]=5[CH3:17])=[O:16])=[CH:27][C:28]=4[F:48])=[CH:36][N:35]3[CH:37]=2)=[O:42])[CH2:44][CH2:45]1. The yield is 0.670.